From a dataset of Forward reaction prediction with 1.9M reactions from USPTO patents (1976-2016). Predict the product of the given reaction. (1) Given the reactants Cl[C:2]1[N:7]=[CH:6][C:5]([N:8]2[C:12]([C:13]3[CH:18]=[CH:17][CH:16]=[CH:15][CH:14]=3)=[CH:11][C:10]([C:19]([N:21]3[CH2:26][CH2:25][N:24]([CH3:27])[CH2:23][CH2:22]3)=[O:20])=[N:9]2)=[CH:4][CH:3]=1.[CH:28]1([NH2:31])[CH2:30][CH2:29]1, predict the reaction product. The product is: [CH:28]1([NH:31][C:2]2[N:7]=[CH:6][C:5]([N:8]3[C:12]([C:13]4[CH:18]=[CH:17][CH:16]=[CH:15][CH:14]=4)=[CH:11][C:10]([C:19]([N:21]4[CH2:26][CH2:25][N:24]([CH3:27])[CH2:23][CH2:22]4)=[O:20])=[N:9]3)=[CH:4][CH:3]=2)[CH2:30][CH2:29]1. (2) Given the reactants [CH3:1][C:2]1[C@@H:19]([O:20][C:21]([C@H:23]([OH:40])[C@@H:24]([NH:31][C:32]([C:34]2[CH:35]=[CH:36][CH:37]=[CH:38][CH:39]=2)=[O:33])[C:25]2[CH:26]=[CH:27][CH:28]=[CH:29][CH:30]=2)=[O:22])[CH2:18][C@:14]2([OH:41])[C:15]([CH3:17])([CH3:16])[C:3]=1[C@@H:4]([O:59][C:60]([CH3:62])=[O:61])[C:5]([C@@:7]1([CH3:58])[C@H:12]([C@@H:13]2[O:42][C:43]([C:45]2[CH:46]=[CH:47][CH:48]=[CH:49][CH:50]=2)=[O:44])[C@:11]2([O:53][C:54]([CH3:56])=[O:55])[CH2:51][O:52][C@@H:10]2[CH2:9][C@@H:8]1[OH:57])=[O:6].C(#N)C, predict the reaction product. The product is: [CH3:1][C:2]1[C@@H:19]([O:20][C:21]([C@H:23]([OH:40])[C@@H:24]([NH:31][C:32]([C:34]2[CH:39]=[CH:38][CH:37]=[CH:36][CH:35]=2)=[O:33])[C:25]2[CH:26]=[CH:27][CH:28]=[CH:29][CH:30]=2)=[O:22])[CH2:18][C@:14]2([OH:41])[C:15]([CH3:16])([CH3:17])[C:3]=1[C@@H:4]([O:59][C:60]([CH3:62])=[O:61])[C:5]([C@@:7]1([CH3:58])[C@H:12]([C@@H:13]2[O:42][C:43]([C:45]2[CH:50]=[CH:49][CH:48]=[CH:47][CH:46]=2)=[O:44])[C@:11]2([O:53][C:54]([CH3:56])=[O:55])[CH2:51][O:52][C@@H:10]2[CH2:9][C@@H:8]1[OH:57])=[O:6]. (3) Given the reactants C(OC(=O)[NH:7][C@@H:8]([CH2:18][NH:19][C:20]([C:22]1[S:23][C:24]([Cl:27])=[CH:25][CH:26]=1)=[O:21])[C:9]([N:11]1[CH2:16][CH2:15][N:14]([CH3:17])[CH2:13][CH2:12]1)=[O:10])(C)(C)C.[ClH:29], predict the reaction product. The product is: [ClH:27].[ClH:29].[NH2:7][C@H:8]([C:9]([N:11]1[CH2:12][CH2:13][N:14]([CH3:17])[CH2:15][CH2:16]1)=[O:10])[CH2:18][NH:19][C:20]([C:22]1[S:23][C:24]([Cl:27])=[CH:25][CH:26]=1)=[O:21]. (4) The product is: [CH3:31][O:30][C:26](=[O:29])/[CH:27]=[CH:28]/[C:19]1[CH:20]=[C:21]2[C:16](=[CH:17][CH:18]=1)[O:15][C:11]1([CH2:12][CH2:13][CH2:14][N:8]([C:6]([O:5][C:1]([CH3:4])([CH3:3])[CH3:2])=[O:7])[CH2:9][CH2:10]1)[CH2:23][C:22]2=[O:24]. Given the reactants [C:1]([O:5][C:6]([N:8]1[CH2:14][CH2:13][CH2:12][C:11]2([CH2:23][C:22](=[O:24])[C:21]3[C:16](=[CH:17][CH:18]=[C:19](Br)[CH:20]=3)[O:15]2)[CH2:10][CH2:9]1)=[O:7])([CH3:4])([CH3:3])[CH3:2].[C:26]([O:30][CH3:31])(=[O:29])[CH:27]=[CH2:28], predict the reaction product.